This data is from Reaction yield outcomes from USPTO patents with 853,638 reactions. The task is: Predict the reaction yield, written as a fraction of the theoretical maximum amount of product (1.0 means a 100% yield; for example, 0.34 means a 34% yield). (1) The reactants are [C:1]([C:5]1[CH:10]=[CH:9][C:8]([N+:11]([O-:13])=[O:12])=[CH:7][C:6]=1[CH2:14][NH2:15])([CH3:4])([CH3:3])[CH3:2].[CH3:16][C:17]([O:20][C:21](O[C:21]([O:20][C:17]([CH3:19])([CH3:18])[CH3:16])=[O:22])=[O:22])([CH3:19])[CH3:18]. The catalyst is C1COCC1.O. The product is [C:1]([C:5]1[CH:10]=[CH:9][C:8]([N+:11]([O-:13])=[O:12])=[CH:7][C:6]=1[CH2:14][NH:15][C:21](=[O:22])[O:20][C:17]([CH3:19])([CH3:18])[CH3:16])([CH3:4])([CH3:2])[CH3:3]. The yield is 0.780. (2) The reactants are [C:1]1([CH2:7][C:8]([C:23]2[CH:28]=[CH:27][CH:26]=[C:25]([O:29][C:30]([F:33])([F:32])[F:31])[CH:24]=2)([C:12]2[CH:17]=[CH:16][CH:15]=[C:14]([O:18][C:19]([F:22])([F:21])[F:20])[CH:13]=2)C(O)=O)[CH:6]=[CH:5][CH:4]=[CH:3][CH:2]=1.C([N:36](CC)CC)C.C1(P(N=[N+]=[N-])(C2C=CC=CC=2)=O)C=CC=CC=1.[CH3:58][Si:59]([CH:62](O)[CH3:63])([CH3:61])[CH3:60].CC[O:67][C:68](C)=[O:69]. The catalyst is O1CCOCC1. The product is [C:1]1([CH2:7][C:8]([NH:36][C:68](=[O:69])[O:67][CH2:63][CH2:62][Si:59]([CH3:61])([CH3:60])[CH3:58])([C:12]2[CH:17]=[CH:16][CH:15]=[C:14]([O:18][C:19]([F:22])([F:21])[F:20])[CH:13]=2)[C:23]2[CH:28]=[CH:27][CH:26]=[C:25]([O:29][C:30]([F:32])([F:33])[F:31])[CH:24]=2)[CH:2]=[CH:3][CH:4]=[CH:5][CH:6]=1. The yield is 0.540. (3) The reactants are [C:1]1([C:7]([C:10]2[CH:15]=[CH:14][CH:13]=[CH:12][CH:11]=2)=[N+]=[N-])[CH:6]=[CH:5][CH:4]=[CH:3][CH:2]=1.[OH:16][CH2:17][C:18]1[CH2:19][S:20][C@@H:21]2[CH:28]([NH:29][C:30](=[O:37])[CH2:31][C:32]3[S:33][CH:34]=[CH:35][CH:36]=3)[C:27](=[O:38])[N:22]2[C:23]=1[C:24]([OH:26])=[O:25].O1CCCC1.C(OCC)(=O)C. The catalyst is C(OCC)(=O)C. The product is [OH:16][CH2:17][C:18]1[CH2:19][S:20][C@@H:21]2[CH:28]([NH:29][C:30](=[O:37])[CH2:31][C:32]3[S:33][CH:34]=[CH:35][CH:36]=3)[C:27](=[O:38])[N:22]2[C:23]=1[C:24]([O:26][CH:7]([C:10]1[CH:15]=[CH:14][CH:13]=[CH:12][CH:11]=1)[C:1]1[CH:6]=[CH:5][CH:4]=[CH:3][CH:2]=1)=[O:25]. The yield is 0.576.